Dataset: Peptide-MHC class I binding affinity with 185,985 pairs from IEDB/IMGT. Task: Regression. Given a peptide amino acid sequence and an MHC pseudo amino acid sequence, predict their binding affinity value. This is MHC class I binding data. (1) The peptide sequence is LAACFARSR. The MHC is Patr-A0101 with pseudo-sequence Patr-A0101. The binding affinity (normalized) is 0.237. (2) The peptide sequence is AVSFRNLAY. The MHC is HLA-B08:01 with pseudo-sequence HLA-B08:01. The binding affinity (normalized) is 0.213.